From a dataset of Full USPTO retrosynthesis dataset with 1.9M reactions from patents (1976-2016). Predict the reactants needed to synthesize the given product. Given the product [F:1][C:2]1[CH:3]=[C:4]([CH:5]=[CH:6][CH:7]=1)[O:8][CH2:22][CH2:21][O:20][C:16]1[CH:15]=[C:14]([CH2:13][CH:12]([O:24][CH3:25])[C:11]([OH:26])=[O:10])[CH:19]=[CH:18][CH:17]=1, predict the reactants needed to synthesize it. The reactants are: [F:1][C:2]1[CH:3]=[C:4]([OH:8])[CH:5]=[CH:6][CH:7]=1.C[O:10][C:11](=[O:26])[CH:12]([O:24][CH3:25])[CH2:13][C:14]1[CH:19]=[CH:18][CH:17]=[C:16]([O:20][CH2:21][CH2:22]Br)[CH:15]=1.CO[C@@H](CC1C=CC(OCCCOC2C=CC=CC=2)=CC=1)C(O)=O.